Task: Predict which catalyst facilitates the given reaction.. Dataset: Catalyst prediction with 721,799 reactions and 888 catalyst types from USPTO (1) Reactant: [Cl:1][C:2]1[CH:7]=[CH:6][N:5]=[C:4]([C:8]2[CH:13]=[C:12]([OH:14])[CH:11]=[C:10]([CH2:15]Cl)[N:9]=2)[CH:3]=1.[CH3:17][NH:18][CH2:19][C:20]1[CH:25]=[CH:24][CH:23]=[CH:22][N:21]=1.C(N(CC)CC)C. Product: [Cl:1][C:2]1[CH:7]=[CH:6][N:5]=[C:4]([C:8]2[CH:13]=[C:12]([OH:14])[CH:11]=[C:10]([CH2:15][N:18]([CH3:17])[CH2:19][C:20]3[CH:25]=[CH:24][CH:23]=[CH:22][N:21]=3)[N:9]=2)[CH:3]=1. The catalyst class is: 7. (2) Reactant: [NH2:1][CH2:2][C:3]1[CH:4]=[N:5][C:6]([C:9]2[CH:10]=[C:11]([CH:29]=[CH:30][CH:31]=2)[CH2:12][N:13]2[C:18](=[O:19])[CH:17]=[CH:16][C:15]([C:20]3[CH:25]=[C:24]([F:26])[C:23]([F:27])=[C:22]([F:28])[CH:21]=3)=[N:14]2)=[N:7][CH:8]=1.[CH3:32][N:33]1[CH2:38][CH2:37][N:36]([CH2:39][CH2:40][C:41](O)=[O:42])[CH2:35][CH2:34]1.CN1CCOCC1.CCN=C=NCCCN(C)C.Cl.C1C=CC2N(O)N=NC=2C=1. Product: [CH3:32][N:33]1[CH2:38][CH2:37][N:36]([CH2:39][CH2:40][C:41]([NH:1][CH2:2][C:3]2[CH:8]=[N:7][C:6]([C:9]3[CH:31]=[CH:30][CH:29]=[C:11]([CH2:12][N:13]4[C:18](=[O:19])[CH:17]=[CH:16][C:15]([C:20]5[CH:21]=[C:22]([F:28])[C:23]([F:27])=[C:24]([F:26])[CH:25]=5)=[N:14]4)[CH:10]=3)=[N:5][CH:4]=2)=[O:42])[CH2:35][CH2:34]1. The catalyst class is: 18. (3) Reactant: [CH3:1][NH:2][C:3]([C:5]1[CH:10]=[C:9]([O:11][C:12]2[CH:34]=[CH:33][C:15]3[N:16]=[C:17]([NH:19][C@H:20]4[CH2:25][CH2:24][CH2:23][N:22](C(OC(C)(C)C)=O)[CH2:21]4)[S:18][C:14]=3[CH:13]=2)[CH:8]=[CH:7][N:6]=1)=[O:4].O1CCOCC1. Product: [CH3:1][NH:2][C:3](=[O:4])[C:5]1[CH:10]=[C:9]([O:11][C:12]2[CH:34]=[CH:33][C:15]3[N:16]=[C:17]([NH:19][C@H:20]4[CH2:25][CH2:24][CH2:23][NH:22][CH2:21]4)[S:18][C:14]=3[CH:13]=2)[CH:8]=[CH:7][N:6]=1. The catalyst class is: 33. (4) Reactant: [Cl:1][CH2:2][C:3]([C:5]1[CH:6]=[C:7]2[C:11](=[CH:12][CH:13]=1)[NH:10][C:9](=[O:14])[CH2:8]2)=O.C([SiH](CC)CC)C.O. Product: [Cl:1][CH2:2][CH2:3][C:5]1[CH:6]=[C:7]2[C:11](=[CH:12][CH:13]=1)[NH:10][C:9](=[O:14])[CH2:8]2. The catalyst class is: 55.